This data is from Full USPTO retrosynthesis dataset with 1.9M reactions from patents (1976-2016). The task is: Predict the reactants needed to synthesize the given product. (1) Given the product [Cl:5][C:6]1[C:11]([Cl:12])=[C:10]([Cl:13])[CH:9]=[CH:8][C:7]=1[C:14]([OH:16])=[O:1], predict the reactants needed to synthesize it. The reactants are: [OH-:1].[Na+].BrBr.[Cl:5][C:6]1[C:11]([Cl:12])=[C:10]([Cl:13])[CH:9]=[CH:8][C:7]=1[C:14](=[O:16])C.Cl. (2) Given the product [ClH:30].[CH2:1]([NH:4][C:5]1[C:6]2[N:16]=[C:15]([NH:17][CH3:18])[N:14]=[C:13]([NH:19][CH2:20][CH:21]=[CH2:22])[C:7]=2[N:8]=[C:9]([NH:11][CH3:12])[N:10]=1)[CH:2]=[CH2:3], predict the reactants needed to synthesize it. The reactants are: [CH2:1]([NH:4][C:5]1[C:6]2[N:16]=[C:15]([NH:17][CH3:18])[N:14]=[C:13]([NH:19][CH2:20][CH:21]=[CH2:22])[C:7]=2[N:8]=[C:9]([NH:11][CH3:12])[N:10]=1)[CH:2]=[CH2:3].Cl.C(OCC)C.Cl.[Cl:30]C1N=C(NCCC)C2N=C(NC)N=C(NCCC)C=2N=1. (3) The reactants are: [Cl:1][C:2]1[CH:3]=[C:4]([NH:11][S:12]([C:15]2[CH:20]=[CH:19][C:18]([Cl:21])=[C:17]([C:22]([F:25])([F:24])[F:23])[CH:16]=2)(=[O:14])=[O:13])[C:5]([C:8]([OH:10])=O)=[N:6][CH:7]=1.[Cl:26][C:27]1[CH:28]=[CH:29][C:30]2[O:35][CH2:34][CH2:33][NH:32][C:31]=2[CH:36]=1.C(P1(=O)OP(CCC)(=O)OP(CCC)(=O)O1)CC. Given the product [Cl:21][C:18]1[CH:19]=[CH:20][C:15]([S:12]([NH:11][C:4]2[C:5]([C:8]([N:32]3[C:31]4[CH:36]=[C:27]([Cl:26])[CH:28]=[CH:29][C:30]=4[O:35][CH2:34][CH2:33]3)=[O:10])=[N:6][CH:7]=[C:2]([Cl:1])[CH:3]=2)(=[O:14])=[O:13])=[CH:16][C:17]=1[C:22]([F:24])([F:25])[F:23], predict the reactants needed to synthesize it. (4) Given the product [C:24]([O:28][C:29]([NH:31][C:32]1[CH:37]=[CH:36][CH:35]=[CH:34][C:33]=1[NH:38][C:8]([C:5]1[CH:4]=[N:3][C:2]([Cl:13])=[CH:7][N:6]=1)=[O:10])=[O:30])([CH3:27])([CH3:25])[CH3:26], predict the reactants needed to synthesize it. The reactants are: O[C:2]1[N:3]=[CH:4][C:5]([C:8]([OH:10])=O)=[N:6][CH:7]=1.S(Cl)([Cl:13])=O.C(N(C(C)C)CC)(C)C.[C:24]([O:28][C:29]([NH:31][C:32]1[CH:37]=[CH:36][CH:35]=[CH:34][C:33]=1[NH2:38])=[O:30])([CH3:27])([CH3:26])[CH3:25].C(=O)(O)[O-].[Na+]. (5) The reactants are: [CH2:1]([C:3]1[CH:8]=[C:7]([CH3:9])[CH:6]=[C:5]([CH2:10][CH3:11])[C:4]=1[C:12](=O)[C:13]([N:15]([CH3:30])[N:16]=[C:17]([CH3:29])[CH2:18][S:19]([C:22]1[CH:27]=[CH:26][C:25]([CH3:28])=[CH:24][CH:23]=1)(=[O:21])=[O:20])=[O:14])[CH3:2].C1(C)C=CC=CC=1.O.[OH-].[Li+].S(=O)(=O)(O)O. Given the product [CH2:1]([C:3]1[CH:8]=[C:7]([CH3:9])[CH:6]=[C:5]([CH2:10][CH3:11])[C:4]=1[C:12]1[C:13](=[O:14])[N:15]([CH3:30])[N:16]=[C:17]([CH3:29])[C:18]=1[S:19]([C:22]1[CH:27]=[CH:26][C:25]([CH3:28])=[CH:24][CH:23]=1)(=[O:21])=[O:20])[CH3:2], predict the reactants needed to synthesize it.